Dataset: Catalyst prediction with 721,799 reactions and 888 catalyst types from USPTO. Task: Predict which catalyst facilitates the given reaction. (1) Reactant: Br[C:2]1[CH:3]=[C:4]([NH2:8])[CH:5]=[N:6][CH:7]=1.[C:9]([Si:11]([CH3:14])([CH3:13])[CH3:12])#[CH:10]. Product: [CH3:12][Si:11]([CH3:14])([CH3:13])[C:9]#[C:10][C:2]1[CH:3]=[C:4]([NH2:8])[CH:5]=[N:6][CH:7]=1. The catalyst class is: 778. (2) Reactant: [C:1]([O:5][CH:6]([C:10]1[N:15]([CH3:16])[C:14](=[O:17])[C:13]2[NH:18][CH:19]=[CH:20][C:12]=2[C:11]=1[C:21]1[C:22]([CH3:31])=[C:23]2[C:28](=[CH:29][CH:30]=1)[O:27][CH2:26][CH2:25][CH2:24]2)[C:7]([OH:9])=[O:8])([CH3:4])([CH3:3])[CH3:2].[F:32][C:33]1[CH:40]=[CH:39][C:38]([F:41])=[CH:37][C:34]=1[CH2:35]Br. Product: [C:1]([O:5][CH:6]([C:10]1[N:15]([CH3:16])[C:14](=[O:17])[C:13]2[N:18]([CH2:35][C:34]3[CH:37]=[C:38]([F:41])[CH:39]=[CH:40][C:33]=3[F:32])[CH:19]=[CH:20][C:12]=2[C:11]=1[C:21]1[C:22]([CH3:31])=[C:23]2[C:28](=[CH:29][CH:30]=1)[O:27][CH2:26][CH2:25][CH2:24]2)[C:7]([OH:9])=[O:8])([CH3:4])([CH3:3])[CH3:2]. The catalyst class is: 144. (3) Reactant: [CH2:1]([N:8]1[CH2:13][CH2:12][CH:11]([C:14]2[CH:18]=[CH:17][S:16][CH:15]=2)[CH:10]([C:19]([OH:21])=O)[CH2:9]1)[C:2]1[CH:7]=[CH:6][CH:5]=[CH:4][CH:3]=1.C(Cl)(=O)C([Cl:25])=O. Product: [CH2:1]([N:8]1[CH2:13][CH2:12][CH:11]([C:14]2[CH:18]=[CH:17][S:16][CH:15]=2)[CH:10]([C:19]([Cl:25])=[O:21])[CH2:9]1)[C:2]1[CH:7]=[CH:6][CH:5]=[CH:4][CH:3]=1. The catalyst class is: 59. (4) The catalyst class is: 6. Reactant: O[C:2]1[CH:17]=[C:16]([OH:18])[CH:15]=[CH:14][C:3]=1[C:4]([C:6]1[CH:11]=[CH:10][C:9]([OH:12])=[CH:8][C:7]=1[OH:13])=O.[Cl-].[NH4+].Cl.[Cl:22][C:23]1[CH:28]=[CH:27][CH:26]=[CH:25][C:24]=1[NH:29][NH2:30]. Product: [Cl:22][C:23]1[CH:28]=[CH:27][CH:26]=[CH:25][C:24]=1[N:29]1[C:2]2[C:3](=[CH:14][CH:15]=[C:16]([OH:18])[CH:17]=2)[C:4]([C:6]2[CH:11]=[CH:10][C:9]([OH:12])=[CH:8][C:7]=2[OH:13])=[N:30]1. (5) Reactant: [N+:1]([C:4]1[CH:9]=[CH:8][C:7]([CH:10]=[CH:11][CH:12]=[CH:13][C:14]2[CH:19]=[CH:18][C:17]([CH:20]=[CH:21][CH:22]=[CH:23][C:24]3[CH:29]=[CH:28][C:27]([N+:30]([O-])=O)=[CH:26][CH:25]=3)=[CH:16][CH:15]=2)=[CH:6][CH:5]=1)([O-])=O.CN(C)C=O.Cl.[OH-].[Na+]. Product: [NH2:1][C:4]1[CH:9]=[CH:8][C:7]([CH:10]=[CH:11][CH:12]=[CH:13][C:14]2[CH:19]=[CH:18][C:17]([CH:20]=[CH:21][CH:22]=[CH:23][C:24]3[CH:25]=[CH:26][C:27]([NH2:30])=[CH:28][CH:29]=3)=[CH:16][CH:15]=2)=[CH:6][CH:5]=1. The catalyst class is: 693. (6) Product: [CH3:1][O:2][C:3]1[CH:7]=[CH:6][S:5][C:4]=1[C:8]([OH:10])=[O:9]. Reactant: [CH3:1][O:2][C:3]1[CH:7]=[CH:6][S:5][C:4]=1[C:8]([O:10]C)=[O:9].[OH-].[Na+].Cl. The catalyst class is: 1. (7) Reactant: [CH3:1][O:2][C:3](=[O:18])[C:4]1[CH:9]=[CH:8][C:7]([NH:10][C:11]2[CH:16]=[C:15](Cl)[N:14]=[CH:13][N:12]=2)=[CH:6][CH:5]=1. Product: [CH3:1][O:2][C:3](=[O:18])[C:4]1[CH:5]=[CH:6][C:7]([NH:10][C:11]2[CH:16]=[CH:15][N:14]=[CH:13][N:12]=2)=[CH:8][CH:9]=1. The catalyst class is: 43. (8) Reactant: [Br:1][C:2]1[CH:13]=[CH:12][C:5]2[C:6]([CH:9]=[N:10]O)=[CH:7][S:8][C:4]=2[CH:3]=1.C(N(CC)CC)C.CS(Cl)(=O)=O. Product: [Br:1][C:2]1[CH:13]=[CH:12][C:5]2[C:6]([C:9]#[N:10])=[CH:7][S:8][C:4]=2[CH:3]=1. The catalyst class is: 22.